From a dataset of Catalyst prediction with 721,799 reactions and 888 catalyst types from USPTO. Predict which catalyst facilitates the given reaction. (1) Reactant: CN1C(=O)CCC1.[CH3:8][O:9][C:10]1[N:15]=[CH:14][C:13]([NH:16][C:17](=[O:23])[O:18][C:19]([CH3:22])([CH3:21])[CH3:20])=[CH:12][CH:11]=1.CC(C)([O-])C.[K+].[CH3:30][C@:31]1([CH2:39][N:40]2[C:44]3[CH:45]=[C:46]([C:49]#[N:50])[CH:47]=[CH:48][C:43]=3[N:42]=[CH:41]2)CCC[C@:33]2(OC2)[CH2:32]1. Product: [CH3:8][O:9][C:10]1[N:15]=[CH:14][C:13]([N:16]2[CH2:21][C@@:19]3([CH2:20][CH2:33][CH2:32][C@@:31]([CH2:39][N:40]4[C:44]5[CH:45]=[C:46]([C:49]#[N:50])[CH:47]=[CH:48][C:43]=5[N:42]=[CH:41]4)([CH3:30])[CH2:22]3)[O:18][C:17]2=[O:23])=[CH:12][CH:11]=1. The catalyst class is: 23. (2) Reactant: [C:1](=O)([O-])[O-].[K+].[K+].CI.[CH3:9][C:10]1[CH:11]=[N:12][NH:13][C:14]=1[C:15]([O:17][CH2:18][CH3:19])=[O:16]. Product: [CH3:1][N:13]1[C:14]([C:15]([O:17][CH2:18][CH3:19])=[O:16])=[C:10]([CH3:9])[CH:11]=[N:12]1. The catalyst class is: 3. (3) Reactant: [Si]([O:8][CH2:9][CH2:10][C:11]1([CH2:40][NH:41]C(=O)OC(C)(C)C)[CH2:16][CH2:15][N:14]([C:17]2[C:18]3[O:39][CH:38]=[CH:37][C:19]=3[N:20]=[C:21]([NH:23][C:24]3[CH:36]=[CH:35][C:27]4[O:28][C:29]([CH3:34])([CH3:33])[C:30](=[O:32])[NH:31][C:26]=4[CH:25]=3)[N:22]=2)[CH2:13][CH2:12]1)(C(C)(C)C)(C)C.ICCO.CC([Si](Cl)(C)C)(C)C.C(N1CCC(C#N)CC1)C1C=CC=CC=1.C([Si](OCCI)(C)C)(C)(C)C.CC(OC(OC(OC(C)(C)C)=O)=O)(C)C.ClC1N=C(Cl)C2OC=CC=2N=1.NC1C=CC2OC(C)(C)C(=O)NC=2C=1.Cl. Product: [NH2:41][CH2:40][C:11]1([CH2:10][CH2:9][OH:8])[CH2:16][CH2:15][N:14]([C:17]2[C:18]3[O:39][CH:38]=[CH:37][C:19]=3[N:20]=[C:21]([NH:23][C:24]3[CH:36]=[CH:35][C:27]4[O:28][C:29]([CH3:34])([CH3:33])[C:30](=[O:32])[NH:31][C:26]=4[CH:25]=3)[N:22]=2)[CH2:13][CH2:12]1. The catalyst class is: 12. (4) Reactant: [C:1]1([N:7]([CH2:30][CH2:31][CH2:32][C:33]([O:35][C:36]([CH3:39])(C)C)=[O:34])[C:8]([C:10]2[CH:29]=[CH:28][C:13]3[N:14]([CH3:27])[C:15]([CH2:17][NH:18][C:19]4[CH:24]=[CH:23][C:22]([C:25]#[N:26])=[CH:21][CH:20]=4)=[N:16][C:12]=3[CH:11]=2)=[O:9])[CH:6]=[CH:5][CH:4]=[CH:3][CH:2]=1.[ClH:40].C(O)C.C(=O)([O-])[O-].[NH4+:48].[NH4+]. Product: [ClH:40].[ClH:40].[C:1]1([N:7]([CH2:30][CH2:31][CH2:32][C:33]([O:35][CH2:36][CH3:39])=[O:34])[C:8]([C:10]2[CH:29]=[CH:28][C:13]3[N:14]([CH3:27])[C:15]([CH2:17][NH:18][C:19]4[CH:20]=[CH:21][C:22]([C:25](=[NH:26])[NH2:48])=[CH:23][CH:24]=4)=[N:16][C:12]=3[CH:11]=2)=[O:9])[CH:6]=[CH:5][CH:4]=[CH:3][CH:2]=1. The catalyst class is: 429. (5) Reactant: [OH-].[Na+].[NH2:3][C:4]1[C:9]([CH:10]=[CH2:11])=[C:8]([C:12]([O:14]C)=[O:13])[N:7]=[C:6]([C:16]2[CH:21]=[CH:20][C:19]([Cl:22])=[C:18]([O:23][CH3:24])[C:17]=2[F:25])[N:5]=1. Product: [NH2:3][C:4]1[C:9]([CH:10]=[CH2:11])=[C:8]([C:12]([OH:14])=[O:13])[N:7]=[C:6]([C:16]2[CH:21]=[CH:20][C:19]([Cl:22])=[C:18]([O:23][CH3:24])[C:17]=2[F:25])[N:5]=1. The catalyst class is: 6. (6) Reactant: [C:1](N1C=CN=C1)(N1C=CN=C1)=[S:2].O[N:14]=[C:15]([C:17]1[C:18](=[O:48])[N:19]([CH2:36][C:37]2[CH:42]=[CH:41][CH:40]=[C:39]([C:43]([F:46])([F:45])[F:44])[C:38]=2[CH3:47])[C:20](=[O:35])[N:21]([C:23]2[CH:28]=[CH:27][C:26]([N:29]3[CH2:33][CH2:32][O:31][C:30]3=[O:34])=[CH:25][CH:24]=2)[CH:22]=1)[NH2:16].Cl.C1C[O:53]CC1. Product: [CH3:47][C:38]1[C:39]([C:43]([F:46])([F:45])[F:44])=[CH:40][CH:41]=[CH:42][C:37]=1[CH2:36][N:19]1[C:18](=[O:48])[C:17]([C:15]2[NH:16][C:1](=[O:53])[S:2][N:14]=2)=[CH:22][N:21]([C:23]2[CH:28]=[CH:27][C:26]([N:29]3[CH2:33][CH2:32][O:31][C:30]3=[O:34])=[CH:25][CH:24]=2)[C:20]1=[O:35]. The catalyst class is: 6. (7) Reactant: [CH3:1][C:2]1[C:6]([C:7]2[CH:8]=[CH:9][C:10](=[O:13])[NH:11][CH:12]=2)=[C:5]([CH3:14])[O:4][N:3]=1.CCN(CC)CC.[F:22][C:23]1[CH:31]=[CH:30][C:26]([C:27](Cl)=[O:28])=[CH:25][CH:24]=1. Product: [CH3:1][C:2]1[C:6]([C:7]2[CH:8]=[CH:9][C:10](=[O:13])[N:11]([C:27](=[O:28])[C:26]3[CH:30]=[CH:31][C:23]([F:22])=[CH:24][CH:25]=3)[CH:12]=2)=[C:5]([CH3:14])[O:4][N:3]=1. The catalyst class is: 12.